Dataset: Forward reaction prediction with 1.9M reactions from USPTO patents (1976-2016). Task: Predict the product of the given reaction. (1) Given the reactants C[O:2][C:3](=O)[C:4]1[CH:9]=[CH:8][C:7]([O:10][CH2:11][CH2:12][C:13]2[N:14]=[C:15]([C:19]3[CH:24]=[CH:23][C:22]([C:25]([F:28])([F:27])[F:26])=[CH:21][CH:20]=3)[S:16][C:17]=2[CH3:18])=[CH:6][CH:5]=1.[NH2:30][NH2:31], predict the reaction product. The product is: [CH3:18][C:17]1[S:16][C:15]([C:19]2[CH:24]=[CH:23][C:22]([C:25]([F:28])([F:27])[F:26])=[CH:21][CH:20]=2)=[N:14][C:13]=1[CH2:12][CH2:11][O:10][C:7]1[CH:8]=[CH:9][C:4]([C:3]([NH:30][NH2:31])=[O:2])=[CH:5][CH:6]=1. (2) Given the reactants [CH2:1]([N:3]([CH2:6]C)[CH:4]=O)C.C[O:9][S:10]([O:13]C)(=O)=[O:11].[CH2:15]([NH:17][CH2:18]C)C.[C:20]1([CH3:26])[CH:25]=[CH:24][CH:23]=[CH:22][CH:21]=1, predict the reaction product. The product is: [C:20]1([CH3:26])[CH:25]=[CH:24][C:23]([S:10]([O-:13])(=[O:11])=[O:9])=[CH:22][CH:21]=1.[CH3:1][N:3]([CH3:6])[CH:4]=[N+:17]([CH3:18])[CH3:15]. (3) Given the reactants Br[C:2]1[CH:14]=[CH:13][C:5]2[S:6][C:7]([C:9]([O:11][CH3:12])=[O:10])=[CH:8][C:4]=2[CH:3]=1.[Cl:15][C:16]1[CH:21]=[CH:20][CH:19]=[CH:18][C:17]=1B(O)O.[Cl-].[Li+].C(=O)([O-])[O-].[Na+].[Na+], predict the reaction product. The product is: [Cl:15][C:16]1[CH:21]=[CH:20][CH:19]=[CH:18][C:17]=1[C:2]1[CH:14]=[CH:13][C:5]2[S:6][C:7]([C:9]([O:11][CH3:12])=[O:10])=[CH:8][C:4]=2[CH:3]=1. (4) Given the reactants [Cl:1][C:2]1[CH:3]=[N:4][C:5]2[C:10]([C:11]=1[CH2:12][CH2:13][NH:14][C:15]1([C:22]([O:24]C)=[O:23])[CH2:21][CH2:20][CH2:19][NH:18][CH2:17][CH2:16]1)=[CH:9][C:8]([O:26][CH3:27])=[CH:7][CH:6]=2.[Li+].[OH-:29].[C:30](O)([C:32](F)(F)F)=[O:31].C[N:38]1[C:42](=O)[CH2:41][CH2:40][CH2:39]1, predict the reaction product. The product is: [OH2:23].[C:3](#[N:4])[CH3:2].[NH4+:38].[OH-:31].[Cl:1][C:2]1[CH:3]=[N:4][C:5]2[C:10]([C:11]=1[C@@H:12]([OH:29])[CH2:13][NH:14][C:15]1([C:22]([OH:24])=[O:23])[CH2:21][CH2:20][CH2:19][N:18]([CH:39]3[CH2:42][CH:41]([C:30]4[CH:32]=[CH:10][CH:11]=[CH:2][CH:3]=4)[CH2:40]3)[CH2:17][CH2:16]1)=[CH:9][C:8]([O:26][CH3:27])=[CH:7][CH:6]=2.